This data is from Catalyst prediction with 721,799 reactions and 888 catalyst types from USPTO. The task is: Predict which catalyst facilitates the given reaction. (1) Reactant: [F:1][C:2]1[CH:3]=[C:4]([N:8]2[C@@:12]3([CH2:17][CH2:16][N:15]([C:18]([O:20][CH2:21][C:22]4[CH:27]=[CH:26][CH:25]=[CH:24][CH:23]=4)=[O:19])[C@@H:14]([CH3:28])[CH2:13]3)[C:11](=[NH:29])[NH:10][C:9]2=[O:30])[CH:5]=[CH:6][CH:7]=1.[CH3:31]N. Product: [F:1][C:2]1[CH:3]=[C:4]([N:8]2[C@@:12]3([CH2:17][CH2:16][N:15]([C:18]([O:20][CH2:21][C:22]4[CH:23]=[CH:24][CH:25]=[CH:26][CH:27]=4)=[O:19])[C@@H:14]([CH3:28])[CH2:13]3)[C:11]([NH:29][CH3:31])=[N:10][C:9]2=[O:30])[CH:5]=[CH:6][CH:7]=1. The catalyst class is: 250. (2) Reactant: [Cl:1][C:2]1[CH:7]=[CH:6][C:5]([CH:8]([NH:19][C:20]2[CH:21]=[CH:22][C:23]3[O:27][N:26]=[C:25]([CH3:28])[C:24]=3[CH:29]=2)[C:9]2[C:10]([C:16]([OH:18])=O)=[N:11][N:12]([CH3:15])[C:13]=2[CH3:14])=[CH:4][CH:3]=1. Product: [Cl:1][C:2]1[CH:7]=[CH:6][C:5]([CH:8]2[C:9]3[C:10](=[N:11][N:12]([CH3:15])[C:13]=3[CH3:14])[C:16](=[O:18])[N:19]2[C:20]2[CH:21]=[CH:22][C:23]3[O:27][N:26]=[C:25]([CH3:28])[C:24]=3[CH:29]=2)=[CH:4][CH:3]=1. The catalyst class is: 61. (3) Reactant: [Si:1]([O:8][CH2:9][C:10]1[CH:15]=[C:14](Cl)[N:13]=[C:12]([C:17]2[CH:18]=[N:19][C:20]([C:23]([F:26])([F:25])[F:24])=[N:21][CH:22]=2)[CH:11]=1)([C:4]([CH3:7])([CH3:6])[CH3:5])([CH3:3])[CH3:2].CO[C:29]1C=CC=C(OC)[C:34]=1[C:35]1C=CC=CC=1P(C1CCCCC1)C1CCCCC1.[O-]P([O-])([O-])=O.[K+].[K+].[K+].C1(B(O)O)CC1. Product: [Si:1]([O:8][CH2:9][C:10]1[CH:15]=[C:14]([CH:35]2[CH2:34][CH2:29]2)[N:13]=[C:12]([C:17]2[CH:18]=[N:19][C:20]([C:23]([F:26])([F:25])[F:24])=[N:21][CH:22]=2)[CH:11]=1)([C:4]([CH3:7])([CH3:6])[CH3:5])([CH3:3])[CH3:2]. The catalyst class is: 491. (4) Product: [OH:8][N:9]1[C:15](=[O:16])[N:14]2[CH2:17][C@H:10]1[CH2:11][CH2:12][C@H:13]2[C:18]([NH:20][O:21][CH:22]1[CH2:27][CH2:26][O:25][CH2:24][CH2:23]1)=[O:19]. Reactant: C([O:8][N:9]1[C:15](=[O:16])[N:14]2[CH2:17][C@H:10]1[CH2:11][CH2:12][C@H:13]2[C:18]([NH:20][O:21][CH:22]1[CH2:27][CH2:26][O:25][CH2:24][CH2:23]1)=[O:19])C1C=CC=CC=1.[H][H]. The catalyst class is: 19. (5) Reactant: C([O:3][C:4](=O)[CH:5]([NH:15][S:16]([C:19]1[CH:24]=[C:23]([F:25])[CH:22]=[C:21]([F:26])[CH:20]=1)(=[O:18])=[O:17])[CH:6]([C:11]([F:14])([F:13])[F:12])[C:7]([F:10])([F:9])[F:8])C.[Li+].[BH4-].O.CCOC(C)=O. Product: [F:25][C:23]1[CH:24]=[C:19]([S:16]([NH:15][CH:5]([CH2:4][OH:3])[CH:6]([C:7]([F:10])([F:8])[F:9])[C:11]([F:13])([F:12])[F:14])(=[O:17])=[O:18])[CH:20]=[C:21]([F:26])[CH:22]=1. The catalyst class is: 1.